Dataset: Forward reaction prediction with 1.9M reactions from USPTO patents (1976-2016). Task: Predict the product of the given reaction. (1) The product is: [CH3:1][O:2][C:3](=[O:62])[NH:4][CH:5]([C:9]([N:11]1[CH2:15][CH2:14][CH2:13][CH:12]1[C:16]1[NH:17][C:18]([C:21]2[CH:30]=[CH:29][C:28]3[C:23](=[CH:24][CH:25]=[C:26]([C:31]4[CH:32]=[CH:33][C:34]([C:37]5[NH:38][C:39]([CH:42]6[CH2:46][CH:45]([O:67][CH2:63][CH3:64])[CH2:44][N:43]6[C:82](=[O:84])[CH:81]([N:79]([CH3:78])[CH3:80])[C:85]6[CH:90]=[CH:89][CH:88]=[CH:87][CH:86]=6)=[N:40][CH:41]=5)=[CH:35][CH:36]=4)[CH:27]=3)[CH:22]=2)=[CH:19][N:20]=1)=[O:10])[CH:6]([CH3:7])[CH3:8]. Given the reactants [CH3:1][O:2][C:3](=[O:62])[NH:4][CH:5]([C:9]([N:11]1[CH2:15][CH2:14][CH2:13][CH:12]1[C:16]1[NH:17][C:18]([C:21]2[CH:30]=[CH:29][C:28]3[C:23](=[CH:24][CH:25]=[C:26]([C:31]4[CH:36]=[CH:35][C:34]([C:37]5[NH:38][C:39]([CH:42]6[CH2:46][CH2:45][CH2:44][N:43]6C(=O)C(NC(OC)=O)(C6C=CC=CC=6)C)=[N:40][CH:41]=5)=[CH:33][CH:32]=4)[CH:27]=3)[CH:22]=2)=[CH:19][N:20]=1)=[O:10])[CH:6]([CH3:8])[CH3:7].[C:63]([O:67]C(N1CCCC1C(O)=O)=O)(C)(C)[CH3:64].[CH3:78][N:79]([CH:81]([C:85]1[CH:90]=[CH:89][CH:88]=[CH:87][CH:86]=1)[C:82]([OH:84])=O)[CH3:80].COC(NC(C1C=CC=CC=1)(C)C(O)=O)=O, predict the reaction product. (2) Given the reactants C([N:3]([CH2:6]C)[CH2:4][CH3:5])C.CS(Cl)(=O)=O.S1C=C(C=O)[N:15]=C1.[Br-].[Li+].[CH2:22]1C[O:25][CH2:24][CH2:23]1, predict the reaction product. The product is: [OH:25][CH2:24][CH2:23][C:22]1[CH:5]=[CH:4][N:3]=[CH:6][N:15]=1. (3) Given the reactants [CH2:1]([N:8]1[C:12]([CH2:13][OH:14])=[CH:11][C:10]([CH3:15])=[N:9]1)[C:2]1[CH:7]=[CH:6][CH:5]=[CH:4][CH:3]=1.C(N(CC)CC)C.[CH3:23][C:24]1[CH2:29][C:27](=O)[N:26]([C:30]2[CH:31]=[CH:32][CH:33]=[CH:34][CH:35]=2)[N:25]=1.C(=O)([O-])[O-].[Cs+].[Cs+], predict the reaction product. The product is: [CH2:1]([N:8]1[C:12]([CH2:13][O:14][C:27]2[N:26]([C:30]3[CH:31]=[CH:32][CH:33]=[CH:34][CH:35]=3)[N:25]=[C:24]([CH3:23])[CH:29]=2)=[CH:11][C:10]([CH3:15])=[N:9]1)[C:2]1[CH:3]=[CH:4][CH:5]=[CH:6][CH:7]=1. (4) Given the reactants [Cl:1][C:2]1[C:3]2[CH:13]=[C:12]([O:14][CH3:15])[C:11]([O:16][CH3:17])=[CH:10][C:4]=2[S:5][C:6]=1[C:7](Cl)=[O:8].[OH:18][CH:19]1[CH2:24][CH2:23][NH:22][CH2:21][CH2:20]1.C(N(CC)CC)C.Cl, predict the reaction product. The product is: [Cl:1][C:2]1[C:3]2[CH:13]=[C:12]([O:14][CH3:15])[C:11]([O:16][CH3:17])=[CH:10][C:4]=2[S:5][C:6]=1[C:7]([N:22]1[CH2:23][CH2:24][CH:19]([OH:18])[CH2:20][CH2:21]1)=[O:8]. (5) Given the reactants [NH2:1][C:2]1[CH:6]=[C:5]([C:7]2[CH:12]=[CH:11][C:10]([Cl:13])=[CH:9][CH:8]=2)[S:4][C:3]=1[C:14]([O:16]C)=[O:15].[OH-].[K+], predict the reaction product. The product is: [NH2:1][C:2]1[CH:6]=[C:5]([C:7]2[CH:8]=[CH:9][C:10]([Cl:13])=[CH:11][CH:12]=2)[S:4][C:3]=1[C:14]([OH:16])=[O:15]. (6) Given the reactants [C:1]([O:5][C:6](=[O:26])[NH:7][C:8]1[CH:13]=[C:12]([O:14][CH3:15])[C:11]([CH2:16][N:17]2[CH2:22][CH2:21][O:20][CH2:19][CH2:18]2)=[C:10]([O:23][CH3:24])[C:9]=1Br)([CH3:4])([CH3:3])[CH3:2].[H-].[Na+].[Li]CCCC.[Li]C(C)(C)C.[OH2:39].C1[CH2:44][O:43]CC1, predict the reaction product. The product is: [C:1]([O:5][C:6]([NH:7][C:8]1[C:9]([C:44]([OH:43])=[O:39])=[C:10]([O:23][CH3:24])[C:11]([CH2:16][N:17]2[CH2:22][CH2:21][O:20][CH2:19][CH2:18]2)=[C:12]([O:14][CH3:15])[CH:13]=1)=[O:26])([CH3:4])([CH3:3])[CH3:2].